Dataset: Catalyst prediction with 721,799 reactions and 888 catalyst types from USPTO. Task: Predict which catalyst facilitates the given reaction. (1) Reactant: Cl[CH2:2][C:3]1[O:4][CH:5]=[C:6]([CH2:8][CH3:9])[N:7]=1.[C-:10]#[N:11].[K+].C(OCC)(=O)C. Product: [CH2:8]([C:6]1[N:7]=[C:3]([CH2:2][C:10]#[N:11])[O:4][CH:5]=1)[CH3:9]. The catalyst class is: 144. (2) Product: [CH3:12][C:13]1([CH3:18])[CH2:16][O:11][B:9]([C:6]2[CH:5]=[CH:4][C:3]([CH:1]=[O:2])=[CH:8][CH:7]=2)[O:10][CH2:14]1. Reactant: [CH:1]([C:3]1[CH:8]=[CH:7][C:6]([B:9]([OH:11])[OH:10])=[CH:5][CH:4]=1)=[O:2].[CH3:12][C:13]([CH3:18])([CH2:16]O)[CH2:14]O. The catalyst class is: 7. (3) Reactant: [CH2:1]([C:3]1[N:7]([CH3:8])[C:6]2[CH:9]=[C:10]([N:13]3[CH:18]=[CH:17][C:16]([OH:19])=[CH:15][C:14]3=[O:20])[CH:11]=[CH:12][C:5]=2[N:4]=1)[CH3:2].[Cl:21][C:22]1[CH:23]=[C:24]([CH2:27]O)[S:25][CH:26]=1.C(P(CCCC)CCCC)CCC.N(C(N1CCCCC1)=O)=NC(N1CCCCC1)=O. Product: [Cl:21][C:22]1[CH:23]=[C:24]([CH2:27][O:19][C:16]2[CH:17]=[CH:18][N:13]([C:10]3[CH:11]=[CH:12][C:5]4[N:4]=[C:3]([CH2:1][CH3:2])[N:7]([CH3:8])[C:6]=4[CH:9]=3)[C:14](=[O:20])[CH:15]=2)[S:25][CH:26]=1. The catalyst class is: 1. (4) Reactant: [F:1][C:2]([F:13])([F:12])[C@H:3]1[CH2:8][CH2:7][C@H:6]([C:9](O)=[O:10])[CH2:5][CH2:4]1.[H-].[Al+3].[Li+].[H-].[H-].[H-].O.[OH-].[Na+]. Product: [F:1][C:2]([F:12])([F:13])[C@H:3]1[CH2:4][CH2:5][C@H:6]([CH2:9][OH:10])[CH2:7][CH2:8]1. The catalyst class is: 7. (5) Reactant: [CH3:1][C:2]1[C:6]([C:7]2[CH:16]=[C:15]3[C:10]([C:11]([NH:20][C@@H:21]([C:23]4[CH:28]=[CH:27][CH:26]=[CH:25][CH:24]=4)[CH3:22])=[C:12]([N+:17]([O-])=O)[CH:13]=[N:14]3)=[CH:9][C:8]=2[O:29][CH3:30])=[C:5]([CH3:31])[O:4][N:3]=1. Product: [CH3:1][C:2]1[C:6]([C:7]2[CH:16]=[C:15]3[C:10]([C:11]([NH:20][C@@H:21]([C:23]4[CH:28]=[CH:27][CH:26]=[CH:25][CH:24]=4)[CH3:22])=[C:12]([NH2:17])[CH:13]=[N:14]3)=[CH:9][C:8]=2[O:29][CH3:30])=[C:5]([CH3:31])[O:4][N:3]=1. The catalyst class is: 811. (6) Reactant: [C:1]([O:5][C:6]([N:8]1[C:13]2[CH:14]=[C:15]([Cl:19])[C:16]([Br:18])=[CH:17][C:12]=2[O:11][CH:10]([C:20](O)=[O:21])[CH2:9]1)=[O:7])([CH3:4])([CH3:3])[CH3:2].[F:23][C:24]1[CH:38]=[CH:37][C:27]([CH2:28][C:29]2([C:35]#[N:36])[CH2:34][CH2:33][NH:32][CH2:31][CH2:30]2)=[CH:26][CH:25]=1.CCN=C=NCCCN(C)C.C1C=CC2N(O)N=NC=2C=1.CCN(C(C)C)C(C)C. Product: [C:1]([O:5][C:6]([N:8]1[C:13]2[CH:14]=[C:15]([Cl:19])[C:16]([Br:18])=[CH:17][C:12]=2[O:11][CH:10]([C:20]([N:32]2[CH2:33][CH2:34][C:29]([C:35]#[N:36])([CH2:28][C:27]3[CH:26]=[CH:25][C:24]([F:23])=[CH:38][CH:37]=3)[CH2:30][CH2:31]2)=[O:21])[CH2:9]1)=[O:7])([CH3:3])([CH3:2])[CH3:4]. The catalyst class is: 18. (7) Reactant: [Cl:1][C:2]1[CH:10]=[C:9]([F:11])[C:8]([F:12])=[CH:7][C:3]=1[C:4]([OH:6])=O.[C:13](Cl)(=O)[C:14](Cl)=O.[CH3:19][N:20]([CH:22]=O)C. Product: [Cl:1][C:2]1[CH:10]=[C:9]([F:11])[C:8]([F:12])=[CH:7][C:3]=1[C:4]([N:20]1[CH2:22][CH2:14][CH2:13][CH2:19]1)=[O:6]. The catalyst class is: 2.